Predict the reaction yield, written as a fraction of the theoretical maximum amount of product (1.0 means a 100% yield; for example, 0.34 means a 34% yield). From a dataset of Reaction yield outcomes from USPTO patents with 853,638 reactions. (1) The reactants are Br[C:2]1[CH:3]=[CH:4][C:5]([F:18])=[C:6]([S:8][CH:9]2[CH2:13][CH2:12][CH:11]([C:14]([O:16][CH3:17])=[O:15])[CH2:10]2)[CH:7]=1.[C:19](=[O:22])([O-])[O-].[Na+].[Na+].CC1(C)C2C(=C(P(C3C=CC=CC=3)C3C=CC=CC=3)C=CC=2)OC2C(P(C3C=CC=CC=3)C3C=CC=CC=3)=CC=CC1=2.[C]=O.[Cl:69][C:70]1[CH:71]=[C:72]([CH:74]=[CH:75][C:76]=1[F:77])[NH2:73]. The catalyst is CCOCC.C([O-])(=O)C.[Pd+2].C([O-])(=O)C.C1(C)C=CC=CC=1. The product is [Cl:69][C:70]1[CH:71]=[C:72]([NH:73][C:19]([C:2]2[CH:3]=[CH:4][C:5]([F:18])=[C:6]([S:8][CH:9]3[CH2:13][CH2:12][CH:11]([C:14]([O:16][CH3:17])=[O:15])[CH2:10]3)[CH:7]=2)=[O:22])[CH:74]=[CH:75][C:76]=1[F:77]. The yield is 0.100. (2) The reactants are COC(C1C=C(O)C2C(=C(N)C=CC=2)N=1)=O.C[O:18][C:19]([C:21]1[CH:30]=[C:29]([OH:31])[C:28]2[C:23](=[C:24]([OH:38])[CH:25]=[CH:26][C:27]=2[C:32]2[CH:37]=[CH:36][CH:35]=[CH:34][CH:33]=2)[N:22]=1)=[O:20]. No catalyst specified. The product is [OH:31][C:29]1[C:28]2[C:23](=[C:24]([OH:38])[CH:25]=[CH:26][C:27]=2[C:32]2[CH:37]=[CH:36][CH:35]=[CH:34][CH:33]=2)[N:22]=[C:21]([C:19]([OH:20])=[O:18])[CH:30]=1. The yield is 0.830. (3) The reactants are [CH2:1]([O:5][CH2:6][C@@H:7]([NH:12][C:13]([C@H:15]1[O:17][C@@H:16]1[C:18]([OH:20])=[O:19])=[O:14])[CH2:8][CH:9]([CH3:11])[CH3:10])[CH:2]([CH3:4])[CH3:3].C(=O)([O-])[O-].[Na+:25].[Na+]. The catalyst is CC(C)=O.O. The yield is 0.879. The product is [CH2:1]([O:5][CH2:6][C@@H:7]([NH:12][C:13]([C@H:15]1[O:17][C@@H:16]1[C:18]([O-:20])=[O:19])=[O:14])[CH2:8][CH:9]([CH3:11])[CH3:10])[CH:2]([CH3:3])[CH3:4].[Na+:25].